Dataset: NCI-60 drug combinations with 297,098 pairs across 59 cell lines. Task: Regression. Given two drug SMILES strings and cell line genomic features, predict the synergy score measuring deviation from expected non-interaction effect. (1) Drug 1: CC1=C(C=C(C=C1)NC2=NC=CC(=N2)N(C)C3=CC4=NN(C(=C4C=C3)C)C)S(=O)(=O)N.Cl. Drug 2: CC1=C2C(C(=O)C3(C(CC4C(C3C(C(C2(C)C)(CC1OC(=O)C(C(C5=CC=CC=C5)NC(=O)C6=CC=CC=C6)O)O)OC(=O)C7=CC=CC=C7)(CO4)OC(=O)C)O)C)OC(=O)C. Cell line: SW-620. Synergy scores: CSS=27.6, Synergy_ZIP=7.93, Synergy_Bliss=9.97, Synergy_Loewe=-40.2, Synergy_HSA=1.80. (2) Drug 1: CN(C)C1=NC(=NC(=N1)N(C)C)N(C)C. Drug 2: C1=CN(C(=O)N=C1N)C2C(C(C(O2)CO)O)O.Cl. Cell line: NCI/ADR-RES. Synergy scores: CSS=25.2, Synergy_ZIP=-2.75, Synergy_Bliss=-0.185, Synergy_Loewe=-68.7, Synergy_HSA=-1.48.